Dataset: Retrosynthesis with 50K atom-mapped reactions and 10 reaction types from USPTO. Task: Predict the reactants needed to synthesize the given product. (1) Given the product CC(C)Oc1ccc(Cl)cc1C=O, predict the reactants needed to synthesize it. The reactants are: CC(C)I.O=Cc1cc(Cl)ccc1O. (2) Given the product CC(C)CC(Oc1ccc(-c2ccc(C(C)C)cc2)c(CN2CCOCC2)c1)c1ccc(C(=O)NCCC(=O)O)cc1, predict the reactants needed to synthesize it. The reactants are: C1COCCN1.CC(C)CC(Oc1ccc(-c2ccc(C(C)C)cc2)c(C=O)c1)c1ccc(C(=O)NCCC(=O)O)cc1.